Dataset: Full USPTO retrosynthesis dataset with 1.9M reactions from patents (1976-2016). Task: Predict the reactants needed to synthesize the given product. (1) The reactants are: [CH3:1][O:2][C:3](=[O:25])[C:4](O)([C:20]([F:23])([F:22])[F:21])[C:5]1[C:9](=[O:10])[N:8]([C:11]2[CH:16]=[CH:15][CH:14]=[C:13]([O:17][CH3:18])[CH:12]=2)[NH:7][C:6]=1[CH3:19].S(Cl)(Cl)=O. Given the product [CH3:1][O:2][C:3](=[O:25])[C:4](=[C:5]1[C:9](=[O:10])[N:8]([C:11]2[CH:16]=[CH:15][CH:14]=[C:13]([O:17][CH3:18])[CH:12]=2)[N:7]=[C:6]1[CH3:19])[C:20]([F:23])([F:21])[F:22], predict the reactants needed to synthesize it. (2) The reactants are: Br[C:2]1[CH:7]=[CH:6][C:5]([C:8]2[N:9]=[C:10]3[CH:15]=[C:14]([S:16]([CH3:19])(=[O:18])=[O:17])[CH:13]=[CH:12][N:11]3[CH:20]=2)=[CH:4][CH:3]=1.[F:21][C:22]1[CH:23]=[C:24](B(O)O)[CH:25]=[CH:26][CH:27]=1.C(=O)([O-])[O-].[Na+].[Na+]. Given the product [F:21][C:22]1[CH:27]=[C:26]([C:2]2[CH:7]=[CH:6][C:5]([C:8]3[N:9]=[C:10]4[CH:15]=[C:14]([S:16]([CH3:19])(=[O:18])=[O:17])[CH:13]=[CH:12][N:11]4[CH:20]=3)=[CH:4][CH:3]=2)[CH:25]=[CH:24][CH:23]=1, predict the reactants needed to synthesize it. (3) Given the product [CH3:19][N:20]([CH3:27])[C@@H:21]1[CH2:26][CH2:25][CH2:24][N:23]([CH2:2][C:3]2[CH:12]=[CH:11][C:6]([C:7]([O:9][CH3:10])=[O:8])=[CH:5][C:4]=2[C:13]([F:16])([F:15])[F:14])[CH2:22]1, predict the reactants needed to synthesize it. The reactants are: Br[CH2:2][C:3]1[CH:12]=[CH:11][C:6]([C:7]([O:9][CH3:10])=[O:8])=[CH:5][C:4]=1[C:13]([F:16])([F:15])[F:14].Cl.Cl.[CH3:19][N:20]([CH3:27])[C@@H:21]1[CH2:26][CH2:25][CH2:24][NH:23][CH2:22]1.C([O-])([O-])=O.[Cs+].[Cs+].O. (4) The reactants are: [CH2:1]([N:8]1[CH:17]=[C:16]([CH:18]=O)[C:15]2[C:10](=[CH:11][CH:12]=[CH:13][CH:14]=2)[C:9]1=[O:20])[C:2]1[CH:7]=[CH:6][CH:5]=[CH:4][CH:3]=1.[Cl:21][C:22]1[CH:23]=[C:24]2[C:28](=[CH:29][CH:30]=1)[N:27]([CH2:31][C:32]([O:34][CH3:35])=[O:33])[C:26]([CH3:36])=[CH:25]2.C([SiH](CC)CC)C.FC(F)(F)C(O)=O. Given the product [CH2:1]([N:8]1[CH:17]=[C:16]([CH2:18][C:25]2[C:24]3[C:28](=[CH:29][CH:30]=[C:22]([Cl:21])[CH:23]=3)[N:27]([CH2:31][C:32]([O:34][CH3:35])=[O:33])[C:26]=2[CH3:36])[C:15]2[C:10](=[CH:11][CH:12]=[CH:13][CH:14]=2)[C:9]1=[O:20])[C:2]1[CH:3]=[CH:4][CH:5]=[CH:6][CH:7]=1, predict the reactants needed to synthesize it.